The task is: Predict the product of the given reaction.. This data is from Forward reaction prediction with 1.9M reactions from USPTO patents (1976-2016). Given the reactants Br[C:2]1[CH:3]=[C:4]([C:8]2[N:13]=[C:12]([C:14]3[S:15][C:16]([Cl:19])=[CH:17][CH:18]=3)[CH:11]=[C:10]([C:20]([F:23])([F:22])[F:21])[N:9]=2)[CH:5]=[CH:6][CH:7]=1.[C:24]([NH:28][S:29]([C:32]1[CH:33]=[C:34](B(O)O)[CH:35]=[CH:36][CH:37]=1)(=[O:31])=[O:30])([CH3:27])([CH3:26])[CH3:25], predict the reaction product. The product is: [C:24]([NH:28][S:29]([C:32]1[CH:37]=[C:36]([C:2]2[CH:7]=[CH:6][CH:5]=[C:4]([C:8]3[N:13]=[C:12]([C:14]4[S:15][C:16]([Cl:19])=[CH:17][CH:18]=4)[CH:11]=[C:10]([C:20]([F:23])([F:21])[F:22])[N:9]=3)[CH:3]=2)[CH:35]=[CH:34][CH:33]=1)(=[O:31])=[O:30])([CH3:27])([CH3:25])[CH3:26].